This data is from Catalyst prediction with 721,799 reactions and 888 catalyst types from USPTO. The task is: Predict which catalyst facilitates the given reaction. (1) Reactant: [Cl:1][C:2]1[CH:3]=[CH:4][C:5]2[N:6]([C:8]([CH:11]([C:13]3[CH:14]=[C:15]4[C:19](=[CH:20][CH:21]=3)[N:18]([CH3:22])[N:17]=[CH:16]4)[OH:12])=[CH:9][N:10]=2)[N:7]=1.I(C1C=CC=CC=1C(O)=O)(=O)=O. Product: [Cl:1][C:2]1[CH:3]=[CH:4][C:5]2[N:6]([C:8]([C:11]([C:13]3[CH:14]=[C:15]4[C:19](=[CH:20][CH:21]=3)[N:18]([CH3:22])[N:17]=[CH:16]4)=[O:12])=[CH:9][N:10]=2)[N:7]=1. The catalyst class is: 21. (2) Reactant: [Cl:1][C:2]1[CH:3]=[CH:4][C:5]([N+:31]([O-])=O)=[C:6]([NH:8][C:9]2[N:17]=[C:16]3[C:12]([NH:13][C:14](=[O:24])[N:15]3[CH:18]3[CH2:23][CH2:22][O:21][CH2:20][CH2:19]3)=[C:11]([C:25]3[CH:30]=[CH:29][N:28]=[CH:27][CH:26]=3)[N:10]=2)[CH:7]=1.C(O)(=O)C.O.[OH-].[NH4+]. Product: [NH2:31][C:5]1[CH:4]=[CH:3][C:2]([Cl:1])=[CH:7][C:6]=1[NH:8][C:9]1[N:17]=[C:16]2[C:12]([NH:13][C:14](=[O:24])[N:15]2[CH:18]2[CH2:23][CH2:22][O:21][CH2:20][CH2:19]2)=[C:11]([C:25]2[CH:26]=[CH:27][N:28]=[CH:29][CH:30]=2)[N:10]=1. The catalyst class is: 679.